From a dataset of Full USPTO retrosynthesis dataset with 1.9M reactions from patents (1976-2016). Predict the reactants needed to synthesize the given product. (1) Given the product [Cl:1][C:2]1[CH:3]=[CH:4][C:5]2[S:9][C:8]([C:10]3[C:11](=[O:40])[N:12]([CH2:32][CH2:33][C:34]4[CH:35]=[CH:36][CH:37]=[CH:38][CH:39]=4)[C:13]([C:17]4[CH:22]=[CH:21][CH:20]=[C:19]([F:23])[C:18]=4[OH:24])=[N:14][C:15]=3[CH3:16])=[C:7]([CH3:41])[C:6]=2[CH:42]=1, predict the reactants needed to synthesize it. The reactants are: [Cl:1][C:2]1[CH:3]=[CH:4][C:5]2[S:9][C:8]([C:10]3[C:11](=[O:40])[N:12]([CH2:32][CH2:33][C:34]4[CH:39]=[CH:38][CH:37]=[CH:36][CH:35]=4)[C:13]([C:17]4[CH:22]=[CH:21][CH:20]=[C:19]([F:23])[C:18]=4[O:24]CC4C=CC=CC=4)=[N:14][C:15]=3[CH3:16])=[C:7]([CH3:41])[C:6]=2[CH:42]=1. (2) Given the product [Br:19][C:20]1[CH:27]=[C:26]([F:28])[C:23]([C@@H:24]2[C:2]3[NH:1][C:9]4[C:4]([C:3]=3[CH2:10][C@@H:11]([CH3:12])[N:13]2[CH2:14][C:15]([F:16])([F:17])[F:18])=[CH:5][CH:6]=[CH:7][CH:8]=4)=[C:22]([F:29])[CH:21]=1, predict the reactants needed to synthesize it. The reactants are: [NH:1]1[C:9]2[C:4](=[CH:5][CH:6]=[CH:7][CH:8]=2)[C:3]([CH2:10][C@H:11]([NH:13][CH2:14][C:15]([F:18])([F:17])[F:16])[CH3:12])=[CH:2]1.[Br:19][C:20]1[CH:27]=[C:26]([F:28])[C:23]([CH:24]=O)=[C:22]([F:29])[CH:21]=1.C(O)(=O)C. (3) Given the product [F:27][C:4]1[CH:3]=[C:2]([NH:1][C:38]([NH:37][C:35](=[O:36])[CH2:34][C:28]2[CH:29]=[CH:30][CH:31]=[CH:32][CH:33]=2)=[O:39])[CH:26]=[CH:25][C:5]=1[O:6][C:7]1[CH:12]=[CH:11][N:10]=[C:9]([NH:13][C:14](=[O:24])[N:15]([CH3:23])[CH:16]2[CH2:17][CH2:18][N:19]([CH3:22])[CH2:20][CH2:21]2)[CH:8]=1, predict the reactants needed to synthesize it. The reactants are: [NH2:1][C:2]1[CH:26]=[CH:25][C:5]([O:6][C:7]2[CH:12]=[CH:11][N:10]=[C:9]([NH:13][C:14](=[O:24])[N:15]([CH3:23])[CH:16]3[CH2:21][CH2:20][N:19]([CH3:22])[CH2:18][CH2:17]3)[CH:8]=2)=[C:4]([F:27])[CH:3]=1.[C:28]1([CH2:34][C:35]([N:37]=[C:38]=[O:39])=[O:36])[CH:33]=[CH:32][CH:31]=[CH:30][CH:29]=1.C(OCC)C.CCCCCC. (4) Given the product [CH3:59][C:58]1[CH:57]=[C:56]([CH3:60])[NH:55][C:54](=[O:61])[C:53]=1[CH2:52][NH:51][C:49]([C:39]1[C:40]2[CH:45]=[N:44][N:43]([CH:46]([CH3:48])[CH3:47])[C:41]=2[N:42]=[C:37]([C:2]2[CH:7]=[N:6][C:5]([S:8]([NH:11][CH3:12])(=[O:10])=[O:9])=[CH:4][CH:3]=2)[CH:38]=1)=[O:50], predict the reactants needed to synthesize it. The reactants are: Br[C:2]1[CH:3]=[CH:4][C:5]([S:8]([NH:11][CH3:12])(=[O:10])=[O:9])=[N:6][CH:7]=1.B1(B2OC(C)(C)C(C)(C)O2)OC(C)(C)C(C)(C)O1.C([O-])(=O)C.[K+].Cl[C:37]1[CH:38]=[C:39]([C:49]([NH:51][CH2:52][C:53]2[C:54](=[O:61])[NH:55][C:56]([CH3:60])=[CH:57][C:58]=2[CH3:59])=[O:50])[C:40]2[CH:45]=[N:44][N:43]([CH:46]([CH3:48])[CH3:47])[C:41]=2[N:42]=1.C(=O)(O)[O-].[Na+]. (5) Given the product [CH:4]1([N:10]2[C:18]3[C:17](=[O:50])[NH:16][C:15]([C:20]4[CH:25]=[CH:24][C:23]([N:26]5[CH2:31][CH2:30][CH:29]([N:32]([CH3:33])[C:37](=[O:39])[CH3:38])[CH2:28][CH2:27]5)=[CH:22][C:21]=4[O:34][CH3:35])=[N:14][C:13]=3[C:12]([CH3:36])=[N:11]2)[CH2:5][CH2:6][CH2:7][CH2:8][CH2:9]1, predict the reactants needed to synthesize it. The reactants are: C(Cl)Cl.[CH:4]1([N:10]2[C:18]3[C:17](=O)[NH:16][C:15]([C:20]4[CH:25]=[CH:24][C:23]([N:26]5[CH2:31][CH2:30][CH:29]([NH:32][CH3:33])[CH2:28][CH2:27]5)=[CH:22][C:21]=4[O:34][CH3:35])=[N:14][C:13]=3[C:12]([CH3:36])=[N:11]2)[CH2:9][CH2:8][CH2:7][CH2:6][CH2:5]1.[C:37](OC(=O)C)(=[O:39])[CH3:38].N1C=CC=CC=1.[OH2:50]. (6) Given the product [CH:87]([N:90]1[CH2:91][CH2:92][N:93]([CH2:96][C:97]([NH:1][C@:2]23[CH2:37][CH2:36][C@@H:35]([C:38]([CH3:40])=[CH2:39])[C@@H:3]2[C@@H:4]2[C@@:17]([CH3:20])([CH2:18][CH2:19]3)[C@@:16]3([CH3:21])[C@@H:7]([C@:8]4([CH3:34])[C@@H:13]([CH2:14][CH2:15]3)[C:12]([CH3:23])([CH3:22])[C:11]([C:24]3[CH:25]=[CH:26][C:27]([C:28]([OH:30])=[O:29])=[CH:32][CH:33]=3)=[CH:10][CH2:9]4)[CH2:6][CH2:5]2)=[O:99])[CH2:94][CH2:95]1)([CH3:88])[CH3:89], predict the reactants needed to synthesize it. The reactants are: [NH2:1][C@:2]12[CH2:37][CH2:36][C@@H:35]([C:38]([CH3:40])=[CH2:39])[C@@H:3]1[C@@H:4]1[C@@:17]([CH3:20])([CH2:18][CH2:19]2)[C@@:16]2([CH3:21])[C@@H:7]([C@:8]3([CH3:34])[C@@H:13]([CH2:14][CH2:15]2)[C:12]([CH3:23])([CH3:22])[C:11]([C:24]2[CH:33]=[CH:32][C:27]([C:28]([O:30]C)=[O:29])=[CH:26][CH:25]=2)=[CH:10][CH2:9]3)[CH2:6][CH2:5]1.CN(C)CCC(N[C@]12CC[C@@H](C(C)=C)[C@@H]1[C@@H]1[C@@](C)(CC2)[C@@]2(C)[C@@H]([C@]3(C)[C@@H](CC2)C(C)(C)C(C2C=CC(C(O)=O)=CC=2)=CC3)CC1)=O.[CH:87]([N:90]1[CH2:95][CH2:94][N:93]([CH2:96][C:97]([OH:99])=O)[CH2:92][CH2:91]1)([CH3:89])[CH3:88].